From a dataset of hERG potassium channel inhibition data for cardiac toxicity prediction from Karim et al.. Regression/Classification. Given a drug SMILES string, predict its toxicity properties. Task type varies by dataset: regression for continuous values (e.g., LD50, hERG inhibition percentage) or binary classification for toxic/non-toxic outcomes (e.g., AMES mutagenicity, cardiotoxicity, hepatotoxicity). Dataset: herg_karim. (1) The compound is CCOC[C@@H](CC(C)C)NC(=O)[C@@H]1CNC[C@H](C(=O)N(c2ccc(C(C)C)c(OCCCOC)n2)C2CC2)C1. The result is 1 (blocker). (2) The result is 1 (blocker). The molecule is CC[C@@H]1CN2CCc3cc(OC)c(OC)cc3[C@H]2C[C@H]1C[C@@H]1NCCc2cc(O)c(OC)cc21. (3) The result is 0 (non-blocker). The drug is CS(=O)(=O)N1Cc2ccc(C=CC(=O)NO)cc2C1. (4) The drug is CN(C)C(=O)CN1CCC[C@@H](c2nc3ccccc3n2Cc2ccc(F)cc2)C1. The result is 1 (blocker). (5) The result is 0 (non-blocker). The drug is O=C(/C=C/c1ccc2c(c1)CN(C(=O)C1CCCC1)C2)NO. (6) The drug is COCCN(C)C1CCN(c2nc3ccccc3n2Cc2ccc(F)cc2)CC1. The result is 1 (blocker). (7) The drug is O=C1OCc2cc(CCC3CCN(C(=O)Cc4ccc(-n5cnnn5)cn4)CC3)ccc21. The result is 1 (blocker).